Dataset: Acute oral toxicity (LD50) regression data from Zhu et al.. Task: Regression/Classification. Given a drug SMILES string, predict its toxicity properties. Task type varies by dataset: regression for continuous values (e.g., LD50, hERG inhibition percentage) or binary classification for toxic/non-toxic outcomes (e.g., AMES mutagenicity, cardiotoxicity, hepatotoxicity). Dataset: ld50_zhu. (1) The compound is CNC(=O)ON=C(CS(C)=O)C(C)(C)C. The rat oral LD50 is 4.79, given as -log10 of the dose in mol/kg body weight (higher means more acutely toxic). (2) The drug is CCCCCCC(=O)OCCN1CCN(CCCN2c3ccccc3Sc3ccc(C(F)(F)F)cc32)CC1. The rat oral LD50 is 3.38, given as -log10 of the dose in mol/kg body weight (higher means more acutely toxic).